Dataset: CYP2C19 inhibition data for predicting drug metabolism from PubChem BioAssay. Task: Regression/Classification. Given a drug SMILES string, predict its absorption, distribution, metabolism, or excretion properties. Task type varies by dataset: regression for continuous measurements (e.g., permeability, clearance, half-life) or binary classification for categorical outcomes (e.g., BBB penetration, CYP inhibition). Dataset: cyp2c19_veith. (1) The compound is CC1(C)CCC(NC(=O)[C@H](N)CCC(=O)O)CC1. The result is 0 (non-inhibitor). (2) The drug is Cc1ccc(SCc2noc(C(=O)NCC3CCCO3)c2C(=O)O)cc1C. The result is 1 (inhibitor). (3) The molecule is N#Cc1ccc(CN2CCC3(CC2)CCN(C(=O)c2csnn2)CC3)cc1. The result is 0 (non-inhibitor). (4) The molecule is N#Cc1ccccc1-c1ccc2ncnc(NCCN3CCOCC3)c2c1. The result is 0 (non-inhibitor). (5) The compound is Cc1ccccc1-c1nc(CS(=O)CC(=O)NCCN2CCN(Cc3ccccc3)CC2)c(C)o1. The result is 1 (inhibitor). (6) The molecule is CN(CCc1ccccn1)c1ccc2c(c1)C(=O)c1ccccc1-2. The result is 1 (inhibitor). (7) The compound is CCOC(=O)c1cnc(SCCc2ccccc2)nc1N. The result is 1 (inhibitor).